Dataset: Reaction yield outcomes from USPTO patents with 853,638 reactions. Task: Predict the reaction yield, written as a fraction of the theoretical maximum amount of product (1.0 means a 100% yield; for example, 0.34 means a 34% yield). (1) The reactants are [CH2:1]([O:8][C:9]1[CH:17]=[CH:16][C:12]([C:13](O)=[O:14])=[CH:11][CH:10]=1)[CH2:2][CH2:3][CH2:4][CH2:5][CH2:6][CH3:7].C(N1C=CN=C1)(N1C=CN=C1)=O.O.[NH2:31][NH2:32]. The catalyst is C1COCC1. The product is [CH2:1]([O:8][C:9]1[CH:17]=[CH:16][C:12]([C:13]([NH:31][NH2:32])=[O:14])=[CH:11][CH:10]=1)[CH2:2][CH2:3][CH2:4][CH2:5][CH2:6][CH3:7]. The yield is 0.710. (2) The yield is 0.750. The reactants are [Cl:1][C:2]1[CH:11]=[C:10]([O:12][CH2:13][CH3:14])[C:9]([N:15]2[CH:19]=[CH:18][CH:17]=[N:16]2)=[CH:8][C:3]=1[C:4](OC)=[O:5].[NH3:20]. No catalyst specified. The product is [Cl:1][C:2]1[CH:11]=[C:10]([O:12][CH2:13][CH3:14])[C:9]([N:15]2[CH:19]=[CH:18][CH:17]=[N:16]2)=[CH:8][C:3]=1[C:4]([NH2:20])=[O:5]. (3) The reactants are CS(O[CH2:6][C:7]1[N:8]([CH2:17][CH2:18][CH2:19][S:20]([CH3:23])(=[O:22])=[O:21])[C:9]2[C:14]([CH:15]=1)=[CH:13][C:12]([Cl:16])=[CH:11][CH:10]=2)(=O)=O.[CH3:24][S:25]([C:28]1[C:36]2[C:31](=[CH:32][N:33]=[CH:34][CH:35]=2)[NH:30][N:29]=1)(=[O:27])=[O:26].C1C=CC(P(C2C=CC=CC=2)C2C=CC=CC=2)=CC=1.CC(OC(/N=N/C(OC(C)C)=O)=O)C. The catalyst is C1COCC1. The product is [Cl:16][C:12]1[CH:13]=[C:14]2[C:9](=[CH:10][CH:11]=1)[N:8]([CH2:17][CH2:18][CH2:19][S:20]([CH3:23])(=[O:21])=[O:22])[C:7]([CH2:6][N:30]1[C:31]3=[CH:32][N:33]=[CH:34][CH:35]=[C:36]3[C:28]([S:25]([CH3:24])(=[O:26])=[O:27])=[N:29]1)=[CH:15]2. The yield is 0.192.